Dataset: Reaction yield outcomes from USPTO patents with 853,638 reactions. Task: Predict the reaction yield, written as a fraction of the theoretical maximum amount of product (1.0 means a 100% yield; for example, 0.34 means a 34% yield). (1) The reactants are [Br:1][C:2](=[CH2:5])[CH:3]=O.BrBr.[NH2:8][C:9]1[CH:17]=[CH:16][CH:15]=[C:14]([O:18]C)[C:10]=1[C:11]([OH:13])=[O:12]. The catalyst is C(O)(=O)C. The product is [Br:1][C:2]1[CH:3]=[N:8][C:9]2[C:17]([CH:5]=1)=[CH:16][CH:15]=[C:14]([OH:18])[C:10]=2[C:11]([OH:13])=[O:12]. The yield is 0.160. (2) The reactants are [CH3:1][O:2][C:3](=[O:66])[NH:4][CH:5]([C:60]1[CH:65]=[CH:64][CH:63]=[CH:62][CH:61]=1)[C:6](=[O:59])[N:7]1[CH2:11][CH2:10][CH2:9][CH:8]1[C:12]1[NH:13][C:14]([C:17]2[CH:26]=[CH:25][C:24]3[C:19](=[CH:20][CH:21]=[C:22]([C:27]4[CH:28]=[C:29]5[C:56](=[CH:57][CH:58]=4)[C:33]4[NH:34][C:35]([CH:37]6[CH2:41][CH2:40][CH2:39][N:38]6[C:42](=[O:55])[CH:43]([NH:50][C:51](=[O:54])[CH2:52][CH3:53])[CH:44]6[CH2:49][CH2:48][O:47][CH2:46][CH2:45]6)=[N:36][C:32]=4[CH2:31][CH2:30]5)[CH:23]=3)[CH:18]=2)=[CH:15][N:16]=1.[C:67](Cl)(=O)CC. No catalyst specified. The product is [CH3:1][O:2][C:3](=[O:66])[NH:4][CH:5]([C:60]1[CH:65]=[CH:64][CH:63]=[CH:62][CH:61]=1)[C:6]([N:7]1[CH2:11][CH2:10][CH2:9][CH:8]1[C:12]1[NH:13][C:14]([C:17]2[CH:26]=[CH:25][C:24]3[C:19](=[CH:20][CH:21]=[C:22]([C:27]4[CH:28]=[C:29]5[C:56](=[CH:57][CH:58]=4)[C:33]4[NH:34][C:35]([CH:37]6[CH2:41][CH2:40][CH2:39][N:38]6[C:42](=[O:55])[CH:43]([NH:50][C:51]([CH:52]6[CH2:67][CH2:53]6)=[O:54])[CH:44]6[CH2:49][CH2:48][O:47][CH2:46][CH2:45]6)=[N:36][C:32]=4[CH2:31][CH2:30]5)[CH:23]=3)[CH:18]=2)=[CH:15][N:16]=1)=[O:59]. The yield is 0.380. (3) The reactants are [Cl:1][C:2]1[CH:3]=[C:4]([C:14]([O:16][CH2:17][CH3:18])=[O:15])[C:5]([CH3:13])=[C:6]2[C:11]=1[S:10][CH2:9][CH2:8][C:7]2=[O:12].[BH4-].[Na+].Cl. The catalyst is C(O)C.ClCCl. The product is [Cl:1][C:2]1[CH:3]=[C:4]([C:14]([O:16][CH2:17][CH3:18])=[O:15])[C:5]([CH3:13])=[C:6]2[C:11]=1[S:10][CH2:9][CH2:8][CH:7]2[OH:12]. The yield is 0.970. (4) The reactants are [CH3:1][O:2][C:3]1[CH:4]=[C:5]([NH2:14])[C:6](=[CH:10][C:11]=1[O:12][CH3:13])[C:7](O)=[O:8].Cl.[CH:16](N)=[NH:17]. The catalyst is [OH-].[Na+]. The product is [CH3:13][O:12][C:11]1[CH:10]=[C:6]2[C:5](=[CH:4][C:3]=1[O:2][CH3:1])[N:14]=[CH:16][NH:17][C:7]2=[O:8]. The yield is 0.640. (5) The reactants are [CH3:1][O:2][C:3]([C:5]1[C:9]([NH:10][C:11](=[O:21])[CH2:12][O:13][C:14]2[CH:19]=[CH:18][C:17](Br)=[CH:16][N:15]=2)=[CH:8][S:7][CH:6]=1)=[O:4].[CH3:22][O:23][C:24]1[CH:29]=[CH:28][CH:27]=[CH:26][C:25]=1B(O)O.C(=O)([O-])[O-].[Cs+].[Cs+]. The catalyst is O1CCCC1.O.C(OCC)(=O)C.C1C=CC([P]([Pd]([P](C2C=CC=CC=2)(C2C=CC=CC=2)C2C=CC=CC=2)([P](C2C=CC=CC=2)(C2C=CC=CC=2)C2C=CC=CC=2)[P](C2C=CC=CC=2)(C2C=CC=CC=2)C2C=CC=CC=2)(C2C=CC=CC=2)C2C=CC=CC=2)=CC=1. The product is [CH3:1][O:2][C:3]([C:5]1[C:9]([NH:10][C:11](=[O:21])[CH2:12][O:13][C:14]2[CH:19]=[CH:18][C:17]([C:25]3[CH:26]=[CH:27][CH:28]=[CH:29][C:24]=3[O:23][CH3:22])=[CH:16][N:15]=2)=[CH:8][S:7][CH:6]=1)=[O:4]. The yield is 0.790. (6) The reactants are [CH2:1]([O:8][C:9]1[C:14](=[O:15])[CH:13]=[CH:12][NH:11][C:10]=1[CH3:16])[C:2]1[CH:7]=[CH:6][CH:5]=[CH:4][CH:3]=1.[Br:17]N1C(=O)CCC1=O. The yield is 0.880. The catalyst is C(#N)C. The product is [CH2:1]([O:8][C:9]1[C:10]([CH3:16])=[N:11][CH:12]=[C:13]([Br:17])[C:14]=1[OH:15])[C:2]1[CH:3]=[CH:4][CH:5]=[CH:6][CH:7]=1. (7) The reactants are CN1[CH2:7][CH2:6][N:5]([C:8]2[CH:13]=[CH:12][C:11]([NH:14][C:15]3[C:16]4[N:17]([N:29]=[CH:30][N:31]=4)[C:18]([C:21]4[CH:22]=[C:23]([C:26]([NH2:28])=[O:27])[S:24][CH:25]=4)=[CH:19][N:20]=3)=[CH:10][CH:9]=2)[CH2:4][CH2:3]1.BrC1N2N=CN=C2C(NC2C=CC(N3CC[O:52]CC3)=CC=2)=NC=1.CC1(C)C(C)(C)OB(C2C=C(C(N)=O)SC=2)O1.C([O-])([O-])=O.[Na+].[Na+]. The catalyst is O1CCOCC1.C1C=CC([P]([Pd]([P](C2C=CC=CC=2)(C2C=CC=CC=2)C2C=CC=CC=2)([P](C2C=CC=CC=2)(C2C=CC=CC=2)C2C=CC=CC=2)[P](C2C=CC=CC=2)(C2C=CC=CC=2)C2C=CC=CC=2)(C2C=CC=CC=2)C2C=CC=CC=2)=CC=1. The product is [N:5]1([C:8]2[CH:9]=[CH:10][C:11]([NH:14][C:15]3[C:16]4[N:17]([N:29]=[CH:30][N:31]=4)[C:18]([C:21]4[CH:22]=[C:23]([C:26]([NH2:28])=[O:27])[S:24][CH:25]=4)=[CH:19][N:20]=3)=[CH:12][CH:13]=2)[CH2:6][CH2:7][O:52][CH2:3][CH2:4]1. The yield is 0.374. (8) The reactants are Cl.[F:2][C:3]([F:13])([F:12])[C:4]1[CH:9]=[CH:8][N:7]=[CH:6][C:5]=1[CH2:10][NH2:11].CCN(C(C)C)C(C)C.Cl[C:24]1[N:29]=[C:28]([Cl:30])[C:27]([C:31]#[N:32])=[CH:26][N:25]=1. The catalyst is CN(C=O)C. The product is [Cl:30][C:28]1[C:27]([C:31]#[N:32])=[CH:26][N:25]=[C:24]([NH:11][CH2:10][C:5]2[CH:6]=[N:7][CH:8]=[CH:9][C:4]=2[C:3]([F:12])([F:2])[F:13])[N:29]=1. The yield is 0.430. (9) The reactants are [Cl:1][C:2]1[CH:7]=[C:6]([N+:8]([O-:10])=[O:9])[CH:5]=[C:4]([Cl:11])[C:3]=1F.C([O-])([O-])=O.[K+].[K+].[CH3:19][S:20]([C:23]1[CH:28]=[CH:27][C:26]([OH:29])=[CH:25][CH:24]=1)(=[O:22])=[O:21].O. The catalyst is CN(C=O)C. The product is [Cl:1][C:2]1[CH:7]=[C:6]([N+:8]([O-:10])=[O:9])[CH:5]=[C:4]([Cl:11])[C:3]=1[O:29][C:26]1[CH:25]=[CH:24][C:23]([S:20]([CH3:19])(=[O:22])=[O:21])=[CH:28][CH:27]=1. The yield is 0.960. (10) The reactants are [NH2:1][C:2]1[C:16]([O:17][CH3:18])=[CH:15][C:5]2[CH2:6][CH2:7][N:8]([CH2:11][C@H:12]([OH:14])[CH3:13])[CH2:9][CH2:10][C:4]=2[CH:3]=1.C([Si](C)(C)[O:24][C@@H:25]1[CH2:29][CH2:28][N:27]([S:30]([C:33]2[CH:38]=[CH:37][CH:36]=[CH:35][C:34]=2[NH:39][C:40]2[C:45]([Cl:46])=[CH:44][N:43]=[C:42](Cl)[N:41]=2)(=[O:32])=[O:31])[CH2:26]1)(C)(C)C. No catalyst specified. The product is [Cl:46][C:45]1[C:40]([NH:39][C:34]2[CH:35]=[CH:36][CH:37]=[CH:38][C:33]=2[S:30]([N:27]2[CH2:28][CH2:29][C@@H:25]([OH:24])[CH2:26]2)(=[O:31])=[O:32])=[N:41][C:42]([NH:1][C:2]2[C:16]([O:17][CH3:18])=[CH:15][C:5]3[CH2:6][CH2:7][N:8]([CH2:11][C@H:12]([OH:14])[CH3:13])[CH2:9][CH2:10][C:4]=3[CH:3]=2)=[N:43][CH:44]=1. The yield is 0.290.